The task is: Predict which catalyst facilitates the given reaction.. This data is from Catalyst prediction with 721,799 reactions and 888 catalyst types from USPTO. Reactant: [CH3:1][C:2]1[N:6]2[C:7]3[CH:13]=[CH:12][N:11]([Si:14]([CH:21]([CH3:23])[CH3:22])([CH:18]([CH3:20])[CH3:19])[CH:15]([CH3:17])[CH3:16])[C:8]=3[N:9]=[CH:10][C:5]2=[C:4]([C:24]2[CH:29]=[CH:28][C:27]([C:30]([OH:33])([CH3:32])[CH3:31])=[CH:26][CH:25]=2)[N:3]=1.C1C(=O)N([Br:41])C(=O)C1. Product: [Br:41][C:13]1[C:7]2[N:6]3[C:2]([CH3:1])=[N:3][C:4]([C:24]4[CH:25]=[CH:26][C:27]([C:30]([OH:33])([CH3:31])[CH3:32])=[CH:28][CH:29]=4)=[C:5]3[CH:10]=[N:9][C:8]=2[N:11]([Si:14]([CH:21]([CH3:23])[CH3:22])([CH:18]([CH3:20])[CH3:19])[CH:15]([CH3:16])[CH3:17])[CH:12]=1. The catalyst class is: 2.